This data is from Reaction yield outcomes from USPTO patents with 853,638 reactions. The task is: Predict the reaction yield, written as a fraction of the theoretical maximum amount of product (1.0 means a 100% yield; for example, 0.34 means a 34% yield). (1) The reactants are [CH3:1][O:2][C:3]([C:5]1[CH:10]=[CH:9][C:8]([N:11]=[C:12]=[S:13])=[CH:7][CH:6]=1)=[O:4].O.[NH2:15][NH2:16]. The catalyst is C1(C)C=CC=CC=1. The product is [NH:15]([C:12]([NH:11][C:8]1[CH:9]=[CH:10][C:5]([C:3]([O:2][CH3:1])=[O:4])=[CH:6][CH:7]=1)=[S:13])[NH2:16]. The yield is 0.850. (2) The reactants are C(=O)([O-])[O-].[Na+].[Na+].[CH:7]([O:10][C:11]1[CH:16]=[CH:15][C:14]([CH3:17])=[CH:13][C:12]=1B(O)O)([CH3:9])[CH3:8].Br[C:22]1[CH:23]=[CH:24][C:25]([N:28]2[CH2:32][CH2:31][C@@H:30]([CH2:33][NH:34][C:35](=[O:56])[C:36]3[CH:41]=[CH:40][C:39]([C:42]4[O:43][C:44]5[C:50]([CH:51]([CH3:53])[CH3:52])=[CH:49][C:48]([C:54]#[N:55])=[CH:47][C:45]=5[N:46]=4)=[CH:38][CH:37]=3)[CH2:29]2)=[N:26][CH:27]=1.O. The catalyst is C1(C)C=CC=CC=1.C1C=CC([P]([Pd]([P](C2C=CC=CC=2)(C2C=CC=CC=2)C2C=CC=CC=2)([P](C2C=CC=CC=2)(C2C=CC=CC=2)C2C=CC=CC=2)[P](C2C=CC=CC=2)(C2C=CC=CC=2)C2C=CC=CC=2)(C2C=CC=CC=2)C2C=CC=CC=2)=CC=1.C(O)C. The product is [C:54]([C:48]1[CH:49]=[C:50]([CH:51]([CH3:53])[CH3:52])[C:44]2[O:43][C:42]([C:39]3[CH:40]=[CH:41][C:36]([C:35]([NH:34][CH2:33][C@@H:30]4[CH2:31][CH2:32][N:28]([C:25]5[CH:24]=[CH:23][C:22]([C:12]6[CH:13]=[C:14]([CH3:17])[CH:15]=[CH:16][C:11]=6[O:10][CH:7]([CH3:9])[CH3:8])=[CH:27][N:26]=5)[CH2:29]4)=[O:56])=[CH:37][CH:38]=3)=[N:46][C:45]=2[CH:47]=1)#[N:55]. The yield is 0.740. (3) The reactants are FC(F)(F)C(O)=O.[CH3:8][O:9][CH2:10][CH:11]([N:22]1[CH2:27][CH2:26][NH:25][CH2:24][CH2:23]1)[C:12]1[CH:17]=[CH:16][CH:15]=[C:14]([C:18]([F:21])([F:20])[F:19])[CH:13]=1.C(N(C(C)C)CC)(C)C.C1([O:43][C:44](=O)[NH:45][C:46]2[S:47][C:48]3[N:49]=[CH:50][N:51]=[C:52]([O:55][CH3:56])[C:53]=3[N:54]=2)C=CC=CC=1. The catalyst is C(#N)C. The product is [CH3:56][O:55][C:52]1[C:53]2[N:54]=[C:46]([NH:45][C:44]([N:25]3[CH2:26][CH2:27][N:22]([CH:11]([C:12]4[CH:17]=[CH:16][CH:15]=[C:14]([C:18]([F:20])([F:21])[F:19])[CH:13]=4)[CH2:10][O:9][CH3:8])[CH2:23][CH2:24]3)=[O:43])[S:47][C:48]=2[N:49]=[CH:50][N:51]=1. The yield is 0.410. (4) The reactants are [CH:1](=O)[C:2]1[CH:7]=[CH:6][CH:5]=[CH:4][CH:3]=1.S([O-])([O-])(=O)=O.[Na+].[Na+].[NH2:16][C:17]1[CH:25]=[CH:24][CH:23]=[C:22]2[C:18]=1[CH2:19][O:20][C:21]2=[O:26]. The catalyst is ClCCl. The product is [CH:1](=[N:16]/[C:17]1[CH:25]=[CH:24][CH:23]=[C:22]2[C:18]=1[CH2:19][O:20][C:21]2=[O:26])\[C:2]1[CH:7]=[CH:6][CH:5]=[CH:4][CH:3]=1. The yield is 0.950.